This data is from Reaction yield outcomes from USPTO patents with 853,638 reactions. The task is: Predict the reaction yield, written as a fraction of the theoretical maximum amount of product (1.0 means a 100% yield; for example, 0.34 means a 34% yield). (1) The reactants are Cl[C:2]1[N:7]=[C:6]([Cl:8])[C:5]([C:9]([F:12])([F:11])[F:10])=[CH:4][N:3]=1.C(OCC)C.[NH2:18][C:19]1[CH:24]=[CH:23][C:22]([CH:25]2[CH2:30][CH2:29][CH2:28][N:27]([C:31]([O:33][C:34]([CH3:37])([CH3:36])[CH3:35])=[O:32])[CH2:26]2)=[CH:21][CH:20]=1.C(N(CC)CC)C. The catalyst is [Cl-].[Cl-].[Zn+2].ClCCCl.CC(O)(C)C. The product is [Cl:8][C:6]1[C:5]([C:9]([F:12])([F:11])[F:10])=[CH:4][N:3]=[C:2]([NH:18][C:19]2[CH:20]=[CH:21][C:22]([CH:25]3[CH2:30][CH2:29][CH2:28][N:27]([C:31]([O:33][C:34]([CH3:37])([CH3:36])[CH3:35])=[O:32])[CH2:26]3)=[CH:23][CH:24]=2)[N:7]=1. The yield is 0.900. (2) The reactants are ClCC([O:5][C@@H:6]1[C@@H:19]([O:20][C:21](=[O:26])[C:22]([CH3:25])([CH3:24])[CH3:23])[C@H:18]([F:27])[C@@H:17]([CH2:28][O:29][C:30](=[O:35])[C:31]([CH3:34])([CH3:33])[CH3:32])[O:16][C@H:7]1[O:8][CH2:9][C:10]1[CH:15]=[CH:14][CH:13]=[CH:12][CH:11]=1)=O.C[O-].[Na+]. The catalyst is CO. The product is [F:27][C@@H:18]1[C@@H:17]([CH2:28][O:29][C:30](=[O:35])[C:31]([CH3:34])([CH3:33])[CH3:32])[O:16][C@@H:7]([O:8][CH2:9][C:10]2[CH:11]=[CH:12][CH:13]=[CH:14][CH:15]=2)[C@H:6]([OH:5])[C@H:19]1[O:20][C:21](=[O:26])[C:22]([CH3:25])([CH3:24])[CH3:23]. The yield is 0.740. (3) The product is [SH:8][C:4]1[CH:3]=[C:2]([NH:1][C:9](=[O:11])[CH3:10])[CH:7]=[CH:6][CH:5]=1. The catalyst is C(Cl)Cl. The yield is 0.870. The reactants are [NH2:1][C:2]1[CH:3]=[C:4]([SH:8])[CH:5]=[CH:6][CH:7]=1.[C:9](OC(=O)C)(=[O:11])[CH3:10].C(N(CC)CC)C. (4) The product is [F:5][C:6]1[C:14]([F:15])=[C:13]([F:16])[C:12]([N+:1]([O-:4])=[O:2])=[CH:11][C:7]=1[C:8]([OH:10])=[O:9]. The reactants are [N+:1]([O-:4])(O)=[O:2].[F:5][C:6]1[C:14]([F:15])=[C:13]([F:16])[CH:12]=[CH:11][C:7]=1[C:8]([OH:10])=[O:9].O. The catalyst is OS(O)(=O)=O. The yield is 0.750. (5) The reactants are [C:1]1([CH:7]2[CH2:12][CH2:11][C:10](=O)[CH2:9][CH2:8]2)[CH:6]=[CH:5][CH:4]=[CH:3][CH:2]=1.[NH2:14][OH:15].O. The catalyst is C(O)C. The product is [C:1]1([CH:7]2[CH2:12][CH2:11][C:10](=[N:14][OH:15])[CH2:9][CH2:8]2)[CH:6]=[CH:5][CH:4]=[CH:3][CH:2]=1. The yield is 0.614. (6) The reactants are [NH2:1][CH2:2][CH2:3][C:4]#[N:5].Br[CH2:7][CH2:8][CH2:9][CH2:10][CH:11]=[CH2:12].[I-].[Na+].C(=O)([O-])[O-].[K+].[K+]. The catalyst is C(OCC)C.CN(C)C=O. The product is [CH2:7]([N:5]([CH2:12][CH2:11][CH2:10][CH2:9][CH:8]=[CH2:7])[CH2:4][CH2:3][C:2]#[N:1])[CH2:8][CH2:9][CH2:10][CH:11]=[CH2:12]. The yield is 0.660.